This data is from NCI-60 drug combinations with 297,098 pairs across 59 cell lines. The task is: Regression. Given two drug SMILES strings and cell line genomic features, predict the synergy score measuring deviation from expected non-interaction effect. (1) Drug 2: C1C(C(OC1N2C=NC3=C2NC=NCC3O)CO)O. Cell line: HT29. Synergy scores: CSS=11.7, Synergy_ZIP=0.0723, Synergy_Bliss=-0.389, Synergy_Loewe=2.70, Synergy_HSA=2.67. Drug 1: C1CC(=O)NC(=O)C1N2C(=O)C3=CC=CC=C3C2=O. (2) Drug 1: C1C(C(OC1N2C=NC3=C(N=C(N=C32)Cl)N)CO)O. Drug 2: C(=O)(N)NO. Cell line: MDA-MB-435. Synergy scores: CSS=30.6, Synergy_ZIP=-8.39, Synergy_Bliss=-1.96, Synergy_Loewe=-47.0, Synergy_HSA=-3.03. (3) Drug 1: CC1C(C(=O)NC(C(=O)N2CCCC2C(=O)N(CC(=O)N(C(C(=O)O1)C(C)C)C)C)C(C)C)NC(=O)C3=C4C(=C(C=C3)C)OC5=C(C(=O)C(=C(C5=N4)C(=O)NC6C(OC(=O)C(N(C(=O)CN(C(=O)C7CCCN7C(=O)C(NC6=O)C(C)C)C)C)C(C)C)C)N)C. Drug 2: C1=NC2=C(N=C(N=C2N1C3C(C(C(O3)CO)O)O)F)N. Cell line: DU-145. Synergy scores: CSS=-3.78, Synergy_ZIP=5.22, Synergy_Bliss=12.3, Synergy_Loewe=-1.31, Synergy_HSA=0.310. (4) Drug 1: CCCS(=O)(=O)NC1=C(C(=C(C=C1)F)C(=O)C2=CNC3=C2C=C(C=N3)C4=CC=C(C=C4)Cl)F. Drug 2: CC1C(C(CC(O1)OC2CC(CC3=C2C(=C4C(=C3O)C(=O)C5=C(C4=O)C(=CC=C5)OC)O)(C(=O)C)O)N)O.Cl. Cell line: NCIH23. Synergy scores: CSS=31.6, Synergy_ZIP=9.23, Synergy_Bliss=7.17, Synergy_Loewe=-31.3, Synergy_HSA=4.16. (5) Drug 1: CCN(CC)CCCC(C)NC1=C2C=C(C=CC2=NC3=C1C=CC(=C3)Cl)OC. Drug 2: CC1C(C(CC(O1)OC2CC(CC3=C2C(=C4C(=C3O)C(=O)C5=C(C4=O)C(=CC=C5)OC)O)(C(=O)CO)O)N)O.Cl. Cell line: NCIH23. Synergy scores: CSS=45.0, Synergy_ZIP=-4.82, Synergy_Bliss=-6.64, Synergy_Loewe=-4.52, Synergy_HSA=-2.59. (6) Drug 1: CC1=C2C(C(=O)C3(C(CC4C(C3C(C(C2(C)C)(CC1OC(=O)C(C(C5=CC=CC=C5)NC(=O)C6=CC=CC=C6)O)O)OC(=O)C7=CC=CC=C7)(CO4)OC(=O)C)O)C)OC(=O)C. Drug 2: CCN(CC)CCNC(=O)C1=C(NC(=C1C)C=C2C3=C(C=CC(=C3)F)NC2=O)C. Cell line: COLO 205. Synergy scores: CSS=55.8, Synergy_ZIP=2.53, Synergy_Bliss=2.75, Synergy_Loewe=-5.63, Synergy_HSA=-0.0324. (7) Drug 1: CC1C(C(CC(O1)OC2CC(CC3=C2C(=C4C(=C3O)C(=O)C5=C(C4=O)C(=CC=C5)OC)O)(C(=O)C)O)N)O.Cl. Drug 2: CCN(CC)CCNC(=O)C1=C(NC(=C1C)C=C2C3=C(C=CC(=C3)F)NC2=O)C. Cell line: UACC62. Synergy scores: CSS=11.3, Synergy_ZIP=-4.51, Synergy_Bliss=7.10, Synergy_Loewe=1.59, Synergy_HSA=7.27.